This data is from Catalyst prediction with 721,799 reactions and 888 catalyst types from USPTO. The task is: Predict which catalyst facilitates the given reaction. (1) Reactant: [S:1]=[C:2]1[C:7]([C:8]#[N:9])=[CH:6][CH:5]=[CH:4][NH:3]1.[Br:10]Br. Product: [Br:10][C:8]1[C:7]2[C:2](=[N:3][CH:4]=[CH:5][CH:6]=2)[S:1][N:9]=1. The catalyst class is: 13. (2) Reactant: [CH2:1]([N:8]1[C:12](/[CH:13]=[C:14](/[C:19]([O:21][CH2:22][CH3:23])=[O:20])\[CH2:15]C(O)=O)=[CH:11][N:10]=[C:9]1[CH2:24][CH3:25])[C:2]1[CH:7]=[CH:6][CH:5]=[CH:4][CH:3]=1.[C:26]([O:29][C:30](=O)C)(=[O:28])[CH3:27]. Product: [C:26]([O:29][C:30]1[C:11]2[N:10]=[C:9]([CH2:24][CH3:25])[N:8]([CH2:1][C:2]3[CH:3]=[CH:4][CH:5]=[CH:6][CH:7]=3)[C:12]=2[CH:13]=[C:14]([C:19]([O:21][CH2:22][CH3:23])=[O:20])[CH:15]=1)(=[O:28])[CH3:27]. The catalyst class is: 10. (3) Reactant: [C:1]1([P:7](Cl)(Cl)=[O:8])[CH:6]=[CH:5][CH:4]=[CH:3][CH:2]=1.[CH2:11]1[CH2:15]OCC1.[CH:16]([Mg]Br)=[CH2:17].Cl. Product: [C:1]1([P:7](=[O:8])([CH:16]=[CH2:17])[CH:11]=[CH2:15])[CH:6]=[CH:5][CH:4]=[CH:3][CH:2]=1. The catalyst class is: 28. (4) Reactant: [Cl:1][C:2]1[N:7]=[C:6]2[NH:8][N:9]=[CH:10][C:5]2=[C:4]([C:11]([F:14])([F:13])[F:12])[CH:3]=1.[I:15]N1C(=O)CCC1=O.C(=O)([O-])O.[Na+].ClCCl. Product: [Cl:1][C:2]1[N:7]=[C:6]2[NH:8][N:9]=[C:10]([I:15])[C:5]2=[C:4]([C:11]([F:13])([F:14])[F:12])[CH:3]=1. The catalyst class is: 68. (5) Reactant: [NH:1]1[CH:5]=[CH:4][N:3]=[N:2]1.Br[CH2:7][C:8]([O:10][CH3:11])=[O:9].C(=O)([O-])[O-].[K+].[K+]. Product: [N:1]1[N:2]([CH2:7][C:8]([O:10][CH3:11])=[O:9])[N:3]=[CH:4][CH:5]=1. The catalyst class is: 115. (6) Reactant: [NH2:1][C@H:2]([C:11]([OH:13])=[O:12])[CH2:3][C:4]1[CH:9]=[CH:8][C:7]([OH:10])=[CH:6][CH:5]=1.Cl[C:15]([O:17][CH2:18][CH:19]=[CH2:20])=[O:16]. Product: [CH2:18]([O:17][C:15]([NH:1][C@H:2]([C:11]([OH:13])=[O:12])[CH2:3][C:4]1[CH:5]=[CH:6][C:7]([OH:10])=[CH:8][CH:9]=1)=[O:16])[CH:19]=[CH2:20]. The catalyst class is: 74.